Dataset: Reaction yield outcomes from USPTO patents with 853,638 reactions. Task: Predict the reaction yield, written as a fraction of the theoretical maximum amount of product (1.0 means a 100% yield; for example, 0.34 means a 34% yield). (1) The reactants are [CH3:1][C:2]1[CH:7]=[CH:6][C:5]([CH2:8][N:9]([CH:22]2[CH2:27][CH2:26][N:25]([CH2:28][C:29]3[CH:34]=[CH:33][CH:32]=[CH:31][CH:30]=3)[CH2:24][CH2:23]2)[C:10](=O)[CH2:11][CH2:12][C:13]2[CH:18]=[CH:17][C:16]([O:19][CH3:20])=[CH:15][CH:14]=2)=[CH:4][CH:3]=1.COC1C=CC(P2(SP(C3C=CC(OC)=CC=3)(=S)S2)=[S:44])=CC=1. The catalyst is CO. The product is [CH3:1][C:2]1[CH:7]=[CH:6][C:5]([CH2:8][N:9]([CH:22]2[CH2:27][CH2:26][N:25]([CH2:28][C:29]3[CH:34]=[CH:33][CH:32]=[CH:31][CH:30]=3)[CH2:24][CH2:23]2)[C:10](=[S:44])[CH2:11][CH2:12][C:13]2[CH:18]=[CH:17][C:16]([O:19][CH3:20])=[CH:15][CH:14]=2)=[CH:4][CH:3]=1. The yield is 0.970. (2) The reactants are Br[C:2]1[CH:7]=[CH:6][C:5]([N:8]2[CH:15]([C:16]3[CH:21]=[CH:20][CH:19]=[CH:18][CH:17]=3)[C:14]3[C:13]([C:22]4[CH:27]=[CH:26][C:25]([O:28][CH3:29])=[CH:24][CH:23]=4)=[N:12][NH:11][C:10]=3[C:9]2=[O:30])=[CH:4][CH:3]=1.[O:31]1[CH:35]=[CH:34][NH:33]N1[Sn](CCCC)(CCCC)CCCC.O1C=CC=[C:50]1P(C1OC=CC=1)C1OC=CC=1. The catalyst is C1C=CC(/C=C/C(/C=C/C2C=CC=CC=2)=O)=CC=1.C1C=CC(/C=C/C(/C=C/C2C=CC=CC=2)=O)=CC=1.C1C=CC(/C=C/C(/C=C/C2C=CC=CC=2)=O)=CC=1.[Pd].[Pd].O1CCOCC1. The product is [CH3:29][O:28][C:25]1[CH:24]=[CH:23][C:22]([C:13]2[C:14]3[CH:15]([C:16]4[CH:21]=[CH:20][CH:19]=[CH:18][CH:17]=4)[N:8]([C:5]4[CH:6]=[CH:7][C:2]([C:50]5[O:31][CH:35]=[CH:34][N:33]=5)=[CH:3][CH:4]=4)[C:9](=[O:30])[C:10]=3[NH:11][N:12]=2)=[CH:27][CH:26]=1. The yield is 0.100. (3) The reactants are C(N(CC)CC)C.C(O)=O.[CH2:11]1[CH2:14][CH:13]([CH2:15][N:16]2[C@@H:26]3[CH2:27][C:28]4[CH:33]=[CH:32][C:31]([OH:34])=[C:30]5[O:35][C@H:20]6[C:21]([CH2:23][CH2:24][C@:25]3([OH:36])[C@:19]6([C:29]=45)[CH2:18][CH2:17]2)=[O:22])[CH2:12]1. The catalyst is C(#N)C.CC1C=CC(C(C)C)=CC=1.CC1C=CC(C(C)C)=CC=1.Cl[Ru]Cl.Cl[Ru]Cl. The product is [CH:33]1[C:28]2[CH2:27][C@H:26]3[N:16]([CH2:15][CH:13]4[CH2:14][CH2:11][CH2:12]4)[CH2:17][CH2:18][C@:19]45[C@H:20]([C@@H:21]([OH:22])[CH2:23][CH2:24][C@@:25]34[OH:36])[O:35][C:30]([C:29]=25)=[C:31]([OH:34])[CH:32]=1. The yield is 0.830. (4) The reactants are [F:1][C:2]1[C:3]2[CH:16]=[CH:15][CH2:14][CH2:13][C:12](=[O:17])[C:4]=2[CH:5]=[C:6]2[C:10]=1[N:9]([CH3:11])[CH:8]=[CH:7]2. The catalyst is C(OCC)(=O)C.[Pd]. The product is [F:1][C:2]1[C:3]2[CH2:16][CH2:15][CH2:14][CH2:13][C:12](=[O:17])[C:4]=2[CH:5]=[C:6]2[C:10]=1[N:9]([CH3:11])[CH:8]=[CH:7]2. The yield is 0.820. (5) The catalyst is C1COCC1. The reactants are [Si:1]([O:8][NH2:9])([C:4]([CH3:7])([CH3:6])[CH3:5])([CH3:3])[CH3:2].C(N(CC)CC)C.[C:17]([C:20]1[CH:25]=[CH:24][C:23]([S:26](Cl)(=[O:28])=[O:27])=[CH:22][CH:21]=1)(=[O:19])[CH3:18].O. The product is [C:17]([C:20]1[CH:21]=[CH:22][C:23]([S:26]([NH:9][O:8][Si:1]([C:4]([CH3:7])([CH3:6])[CH3:5])([CH3:3])[CH3:2])(=[O:28])=[O:27])=[CH:24][CH:25]=1)(=[O:19])[CH3:18]. The yield is 0.768.